Dataset: Catalyst prediction with 721,799 reactions and 888 catalyst types from USPTO. Task: Predict which catalyst facilitates the given reaction. (1) Reactant: [CH3:1][O:2][CH2:3][CH2:4][NH:5][C:6]1[CH:11]=[CH:10][C:9]([N+:12]([O-])=O)=[CH:8][CH:7]=1.[CH2:15]1COCC1. Product: [CH3:1][O:2][CH2:3][CH2:4][N:5]([CH3:15])[C:6]1[CH:11]=[CH:10][C:9]([NH2:12])=[CH:8][CH:7]=1. The catalyst class is: 45. (2) Reactant: Br[C:2]1[N:10]2[C:5]([C:6]([NH2:11])=[N:7][CH:8]=[N:9]2)=[CH:4][CH:3]=1.Cl[Si](C)(C)C.CC([Mg]Cl)C.[O:22]1[C:26]2([CH2:31][CH2:30][C:29](=[O:32])[CH2:28][CH2:27]2)[O:25][CH2:24][CH2:23]1. Product: [NH2:11][C:6]1[C:5]2=[CH:4][CH:3]=[C:2]([C:29]3([OH:32])[CH2:30][CH2:31][C:26]4([O:25][CH2:24][CH2:23][O:22]4)[CH2:27][CH2:28]3)[N:10]2[N:9]=[CH:8][N:7]=1. The catalyst class is: 1.